Dataset: Reaction yield outcomes from USPTO patents with 853,638 reactions. Task: Predict the reaction yield, written as a fraction of the theoretical maximum amount of product (1.0 means a 100% yield; for example, 0.34 means a 34% yield). (1) The reactants are [Br:1][C:2]1[N:3]=[C:4]([C:16]2[CH:21]=[CH:20][C:19]([C:22]([F:25])([F:24])[F:23])=[CH:18][CH:17]=2)[N:5]([CH2:8][O:9][CH2:10][CH2:11][Si:12]([CH3:15])([CH3:14])[CH3:13])[C:6]=1Br.[Li]CCCC.[Cl:31][C:32]1[N:37]=[CH:36][CH:35]=[CH:34][N:33]=1. The catalyst is C1COCC1. The product is [Br:1][C:2]1[N:3]=[C:4]([C:16]2[CH:21]=[CH:20][C:19]([C:22]([F:25])([F:24])[F:23])=[CH:18][CH:17]=2)[N:5]([CH2:8][O:9][CH2:10][CH2:11][Si:12]([CH3:15])([CH3:14])[CH3:13])[C:6]=1[CH:36]1[NH:37][C:32]([Cl:31])=[N:33][CH:34]=[CH:35]1. The yield is 0.820. (2) The reactants are [NH2:1][C:2]1[CH:30]=[CH:29][C:5]([O:6][C:7]2[C:16]3[C:11](=[CH:12][C:13]([O:19][CH2:20][C@H:21]([OH:28])[CH2:22][N:23]([CH2:26][CH3:27])[CH2:24][CH3:25])=[C:14]([C:17]#[N:18])[CH:15]=3)[N:10]=[CH:9][CH:8]=2)=[CH:4][CH:3]=1.[S:31]1[CH:35]=[CH:34][N:33]=[C:32]1[NH:36][C:37](=O)[O:38]C1C=CC=CC=1.O.C(OCC)(=O)C.O1CCCC1. The catalyst is CS(C)=O. The product is [C:17]([C:14]1[CH:15]=[C:16]2[C:11](=[CH:12][C:13]=1[O:19][CH2:20][C@H:21]([OH:28])[CH2:22][N:23]([CH2:26][CH3:27])[CH2:24][CH3:25])[N:10]=[CH:9][CH:8]=[C:7]2[O:6][C:5]1[CH:4]=[CH:3][C:2]([NH:1][C:37]([NH:36][C:32]2[S:31][CH:35]=[CH:34][N:33]=2)=[O:38])=[CH:30][CH:29]=1)#[N:18]. The yield is 0.545. (3) The reactants are [CH2:1]([O:9][C:10]1[CH:11]=[C:12]([CH2:25][C:26]([OH:28])=O)[CH:13]=[CH:14][C:15]=1[O:16][CH2:17][CH2:18][CH2:19][CH2:20][CH2:21][CH2:22][CH2:23][CH3:24])[CH2:2][CH2:3][CH2:4][CH2:5][CH2:6][CH2:7][CH3:8].C(N1C=CN=C1)(N1C=CN=C1)=O.N1C=CN=C1.[H-].[Na+].[NH2:48][C:49]1[S:50][S:51][C:52](=[S:54])[N:53]=1.O.[Cl-].[NH4+]. The catalyst is O1CCCC1. The product is [CH2:1]([O:9][C:10]1[CH:11]=[C:12]([CH2:25][C:26]([NH:48][C:49]2[S:50][S:51][C:52](=[S:54])[N:53]=2)=[O:28])[CH:13]=[CH:14][C:15]=1[O:16][CH2:17][CH2:18][CH2:19][CH2:20][CH2:21][CH2:22][CH2:23][CH3:24])[CH2:2][CH2:3][CH2:4][CH2:5][CH2:6][CH2:7][CH3:8]. The yield is 0.330. (4) The reactants are [O:1]=[C:2]([N:16]1[CH2:21][CH2:20][N:19]2[C:22]([C:25]([F:28])([F:27])[F:26])=[N:23][N:24]=[C:18]2[CH2:17]1)[CH2:3][C:4](=O)[CH2:5][C:6]1[CH:11]=[C:10]([F:12])[C:9]([F:13])=[CH:8][C:7]=1[F:14].C([O-])(=O)C.[NH4+:33].N. The catalyst is CO. The product is [O:1]=[C:2]([N:16]1[CH2:21][CH2:20][N:19]2[C:22]([C:25]([F:28])([F:27])[F:26])=[N:23][N:24]=[C:18]2[CH2:17]1)[CH:3]=[C:4]([NH2:33])[CH2:5][C:6]1[CH:11]=[C:10]([F:12])[C:9]([F:13])=[CH:8][C:7]=1[F:14]. The yield is 0.750. (5) The reactants are [CH2:1]([O:8][C:9]1[CH:14]=[CH:13][C:12]([NH:15][C:16]2[C:25]3[C:20](=[CH:21][CH:22]=[C:23]([C:26]4OC(C=O)=[CH:28][CH:27]=4)[CH:24]=3)[N:19]=[CH:18][N:17]=2)=[CH:11][C:10]=1[C:33]([F:36])([F:35])[F:34])[C:2]1[CH:7]=[CH:6][CH:5]=[CH:4][CH:3]=1.[CH3:37][S:38]([CH2:41][CH2:42][NH2:43])(=[O:40])=[O:39].[C:44]([OH:47])(=O)[CH3:45].C([BH3-])#N.[Na+]. The catalyst is ClCCl.C(OCC)(=O)C. The product is [F:36][C:33]([F:34])([F:35])[C:10]1[CH:11]=[C:12]([NH:15][C:16]2[C:25]3[C:20](=[CH:21][CH:22]=[C:23]([C:26]4[CH:27]=[CH:28][O:47][C:44]=4[CH2:45][NH:43][CH2:42][CH2:41][S:38]([CH3:37])(=[O:40])=[O:39])[CH:24]=3)[N:19]=[CH:18][N:17]=2)[CH:13]=[CH:14][C:9]=1[O:8][CH2:1][C:2]1[CH:3]=[CH:4][CH:5]=[CH:6][CH:7]=1. The yield is 0.430.